This data is from Forward reaction prediction with 1.9M reactions from USPTO patents (1976-2016). The task is: Predict the product of the given reaction. (1) Given the reactants CS(O[CH2:6][CH2:7][C:8]1[O:9][C:10]2[CH:16]=[CH:15][C:14]([C:17]3[CH:22]=[CH:21][C:20]([C:23]#[N:24])=[CH:19][CH:18]=3)=[CH:13][C:11]=2[CH:12]=1)(=O)=O.[CH2:25]([NH:27][CH2:28][CH2:29][CH3:30])[CH3:26], predict the reaction product. The product is: [CH2:25]([N:27]([CH2:28][CH2:29][CH3:30])[CH2:6][CH2:7][C:8]1[O:9][C:10]2[CH:16]=[CH:15][C:14]([C:17]3[CH:22]=[CH:21][C:20]([C:23]#[N:24])=[CH:19][CH:18]=3)=[CH:13][C:11]=2[CH:12]=1)[CH3:26]. (2) The product is: [O-:44][N+:1]1[CH:6]=[CH:5][C:4]([C:7]2[CH:16]=[C:15]([C:17]([NH:19][CH2:20][C@H:21]3[CH2:22][CH2:23][C@H:24]([CH2:27][NH:28][C:29](=[O:35])[O:30][C:31]([CH3:32])([CH3:34])[CH3:33])[CH2:25][CH2:26]3)=[O:18])[C:14]3[C:9](=[CH:10][CH:11]=[CH:12][CH:13]=3)[N:8]=2)=[CH:3][CH:2]=1. Given the reactants [N:1]1[CH:6]=[CH:5][C:4]([C:7]2[CH:16]=[C:15]([C:17]([NH:19][CH2:20][C@H:21]3[CH2:26][CH2:25][C@H:24]([CH2:27][NH:28][C:29](=[O:35])[O:30][C:31]([CH3:34])([CH3:33])[CH3:32])[CH2:23][CH2:22]3)=[O:18])[C:14]3[C:9](=[CH:10][CH:11]=[CH:12][CH:13]=3)[N:8]=2)=[CH:3][CH:2]=1.C1C=C(Cl)C=C(C(OO)=[O:44])C=1, predict the reaction product. (3) Given the reactants [Cl:1][C:2]1[CH:3]=[C:4]([CH:26]=[CH:27][CH:28]=1)[CH2:5]CCCC(NC1C(CC)=C(C=CC=1[N+]([O-])=O)C([O-])=O)=O.[C:29]([NH:34][C:35]1[C:36](CC)=[C:37]([CH:41]=[CH:42][C:43]=1[N+:44]([O-])=O)[C:38]([O-:40])=[O:39])(=O)[CH2:30][CH2:31][CH3:32].Cl[C:50]1C=C(C=C[CH:57]=1)CBr, predict the reaction product. The product is: [Cl:1][C:2]1[CH:3]=[C:4]([CH:26]=[CH:27][CH:28]=1)[CH2:5][N:34]1[C:35]2[CH:36]=[C:37]([C:38]([O:40][CH2:50][CH3:57])=[O:39])[CH:41]=[CH:42][C:43]=2[N:44]=[C:29]1[CH2:30][CH2:31][CH3:32]. (4) Given the reactants [CH3:1][O:2][NH:3][C:4]([C:6]1[N:11]=[C:10]([CH3:12])[C:9](I)=[C:8]([NH:14][CH2:15][C:16]([F:19])([F:18])[F:17])[N:7]=1)=[NH:5].F[C:21]1(B(O)O)[CH:26]=[CH:25][CH:24]=[N:23][CH2:22]1.[F:30][B-](F)(F)F.C(P(C(C)(C)C)C(C)(C)C)(C)(C)C.C1(C)C=CC=CC=1P(C1C=CC=CC=1C)C1C=CC=CC=1C, predict the reaction product. The product is: [CH3:1][O:2][NH:3][C:4]([C:6]1[N:11]=[C:10]([CH3:12])[C:9]([C:21]2[C:22]([F:30])=[N:23][CH:24]=[CH:25][CH:26]=2)=[C:8]([NH:14][CH2:15][C:16]([F:19])([F:18])[F:17])[N:7]=1)=[NH:5].